This data is from Full USPTO retrosynthesis dataset with 1.9M reactions from patents (1976-2016). The task is: Predict the reactants needed to synthesize the given product. Given the product [NH2:21][C:13]1[N:14]2[CH2:18][CH2:17][CH2:16][N:15]2[C:19](=[O:20])[C:12]=1/[N:11]=[C:27]1/[C:26]([NH:25][CH2:24][CH2:23][OH:22])=[CH:31][C:30](=[NH:35])[C:29]([O:33][CH3:34])=[CH:28]/1, predict the reactants needed to synthesize it. The reactants are: CS(O)(=O)=O.CS(O)(=O)=O.[NH2:11][C:12]1[C:19](=[O:20])[N:15]2[CH2:16][CH2:17][CH2:18][N:14]2[C:13]=1[NH2:21].[OH:22][CH2:23][CH2:24][NH:25][C:26]1[CH:27]=[CH:28][C:29]([O:33][CH3:34])=[C:30](O)[CH:31]=1.[NH3:35].OO.